This data is from Reaction yield outcomes from USPTO patents with 853,638 reactions. The task is: Predict the reaction yield, written as a fraction of the theoretical maximum amount of product (1.0 means a 100% yield; for example, 0.34 means a 34% yield). (1) The reactants are Cl.[CH2:2]([O:4][CH:5]([O:8][CH2:9][CH3:10])[CH2:6][NH2:7])[CH3:3].[C:11]([Si:15]([CH3:26])([CH3:25])[O:16][C@H:17]1[CH2:21][C:20](OCC)=[N:19][CH2:18]1)([CH3:14])([CH3:13])[CH3:12]. The catalyst is C(O)C. The product is [C:11]([Si:15]([CH3:26])([CH3:25])[O:16][C@@H:17]1[CH2:18][N:19]=[C:20]([NH:7][CH2:6][CH:5]([O:8][CH2:9][CH3:10])[O:4][CH2:2][CH3:3])[CH2:21]1)([CH3:14])([CH3:13])[CH3:12]. The yield is 0.780. (2) The reactants are [C:1]([CH:5]1[CH2:13][C:12]2[C:7](=[CH:8][CH:9]=[CH:10][CH:11]=2)[NH:6]1)([CH3:4])([CH3:3])[CH3:2].[N+:14]([O-])([O-:16])=[O:15].[K+].C([O-])([O-])=O.[Na+].[Na+]. The catalyst is OS(O)(=O)=O. The product is [C:1]([CH:5]1[CH2:13][C:12]2[C:7](=[CH:8][C:9]([N+:14]([O-:16])=[O:15])=[CH:10][CH:11]=2)[NH:6]1)([CH3:4])([CH3:2])[CH3:3]. The yield is 0.310.